From a dataset of Reaction yield outcomes from USPTO patents with 853,638 reactions. Predict the reaction yield, written as a fraction of the theoretical maximum amount of product (1.0 means a 100% yield; for example, 0.34 means a 34% yield). The reactants are [NH2:1][C:2]1[CH:7]=[CH:6][CH:5]=[CH:4][C:3]=1[CH:8]([C:16]([O:18][C:19]([CH3:22])([CH3:21])[CH3:20])=[O:17])[C:9]([O:11][C:12]([CH3:15])([CH3:14])[CH3:13])=[O:10].[CH3:23][C:24]1([N:36]2[CH2:41][CH2:40][C:39](=O)[CH2:38][CH2:37]2)[CH2:28][CH2:27][N:26]([C:29]([O:31][C:32]([CH3:35])([CH3:34])[CH3:33])=[O:30])[CH2:25]1. No catalyst specified. The product is [C:32]([O:31][C:29]([N:26]1[CH2:27][CH2:28][C:24]([N:36]2[CH2:37][CH2:38][CH:39]([NH:1][C:2]3[CH:7]=[CH:6][CH:5]=[CH:4][C:3]=3[CH:8]([C:9]([O:11][C:12]([CH3:15])([CH3:13])[CH3:14])=[O:10])[C:16]([O:18][C:19]([CH3:22])([CH3:21])[CH3:20])=[O:17])[CH2:40][CH2:41]2)([CH3:23])[CH2:25]1)=[O:30])([CH3:33])([CH3:34])[CH3:35]. The yield is 0.220.